From a dataset of Full USPTO retrosynthesis dataset with 1.9M reactions from patents (1976-2016). Predict the reactants needed to synthesize the given product. (1) Given the product [CH3:25][C:17]1[CH:16]=[C:15]([C:8]2[CH:9]=[C:10]([C:11]([F:14])([F:13])[F:12])[N:5]3[N:4]=[CH:3][C:2]([C:27]#[C:26][C:28]4[CH:29]=[N:30][C:31]([NH2:34])=[N:32][CH:33]=4)=[C:6]3[N:7]=2)[CH:20]=[CH:19][C:18]=1[C:21]([F:24])([F:23])[F:22], predict the reactants needed to synthesize it. The reactants are: I[C:2]1[CH:3]=[N:4][N:5]2[C:10]([C:11]([F:14])([F:13])[F:12])=[CH:9][C:8]([C:15]3[CH:20]=[CH:19][C:18]([C:21]([F:24])([F:23])[F:22])=[C:17]([CH3:25])[CH:16]=3)=[N:7][C:6]=12.[C:26]([C:28]1[CH:29]=[N:30][C:31]([NH2:34])=[N:32][CH:33]=1)#[CH:27]. (2) Given the product [CH:25]12[CH2:31][CH:29]3[CH2:28][CH:27]([CH2:32][CH:23]([CH2:30]3)[CH:24]1[NH:33][C:34]([N:1]1[CH2:5][CH2:4][C@@H:3]([NH:6][C:7](=[O:13])[O:8][C:9]([CH3:10])([CH3:12])[CH3:11])[CH2:2]1)=[O:35])[CH2:26]2, predict the reactants needed to synthesize it. The reactants are: [NH:1]1[CH2:5][CH2:4][C@@H:3]([NH:6][C:7](=[O:13])[O:8][C:9]([CH3:12])([CH3:11])[CH3:10])[CH2:2]1.CCN(C(C)C)C(C)C.[CH:23]12[CH2:32][CH:27]3[CH2:28][CH:29]([CH2:31][CH:25]([CH2:26]3)[CH:24]1[N:33]=[C:34]=[O:35])[CH2:30]2.Cl. (3) Given the product [Cl:1][C:2]1[CH:3]=[C:4]([CH:10]([OH:34])[CH2:11][NH:12][C:13]2[CH:18]=[CH:17][NH:16][C:15](=[O:19])[C:14]=2[C:20]2[NH:21][C:22]3[CH:28]=[C:27]([C:29]([NH:31][CH3:32])=[NH:30])[CH:26]=[C:25]([CH3:33])[C:23]=3[N:24]=2)[CH:5]=[CH:6][C:7]=1[O:8][CH3:9], predict the reactants needed to synthesize it. The reactants are: [Cl:1][C:2]1[CH:3]=[C:4]([CH:10]([O:34]C)[CH2:11][NH:12][C:13]2[CH:18]=[CH:17][NH:16][C:15](=[O:19])[C:14]=2[C:20]2[NH:21][C:22]3[CH:28]=[C:27]([C:29]([NH:31][CH3:32])=[NH:30])[CH:26]=[C:25]([CH3:33])[C:23]=3[N:24]=2)[CH:5]=[CH:6][C:7]=1[O:8][CH3:9].[OH-].[Na+]. (4) The reactants are: [Br:1][C:2]1[CH:3]=[C:4]([S:8](Cl)(=[O:10])=[O:9])[CH:5]=[N:6][CH:7]=1.[NH2:12][C:13]([CH3:18])([CH2:16][OH:17])[CH2:14][OH:15]. Given the product [OH:15][CH2:14][C:13]([NH:12][S:8]([C:4]1[CH:5]=[N:6][CH:7]=[C:2]([Br:1])[CH:3]=1)(=[O:10])=[O:9])([CH2:16][OH:17])[CH3:18], predict the reactants needed to synthesize it. (5) Given the product [C:1]([C:3]1[CH:4]=[CH:5][C:6]([C:9]2[N:13]3[CH:14]=[C:15]([C:18]4[CH:28]=[CH:27][C:21]([C:22]([OH:24])=[O:23])=[CH:20][CH:19]=4)[CH:16]=[CH:17][C:12]3=[N:11][CH:10]=2)=[CH:7][CH:8]=1)#[N:2], predict the reactants needed to synthesize it. The reactants are: [C:1]([C:3]1[CH:8]=[CH:7][C:6]([C:9]2[N:13]3[CH:14]=[C:15]([C:18]4[CH:28]=[CH:27][C:21]([C:22]([O:24]CC)=[O:23])=[CH:20][CH:19]=4)[CH:16]=[CH:17][C:12]3=[N:11][CH:10]=2)=[CH:5][CH:4]=1)#[N:2].[Li+].[OH-]. (6) The reactants are: [Br:1][C:2]1[CH:7]=[CH:6][CH:5]=[C:4]([Br:8])[C:3]=1[OH:9].[OH-].[Na+].[Br:12][CH2:13][CH2:14]Br.CCOC(C)=O. Given the product [Br:1][C:2]1[CH:7]=[CH:6][CH:5]=[C:4]([Br:8])[C:3]=1[O:9][CH2:14][CH2:13][Br:12], predict the reactants needed to synthesize it.